The task is: Binary Classification. Given a T-cell receptor sequence (or CDR3 region) and an epitope sequence, predict whether binding occurs between them.. This data is from TCR-epitope binding with 47,182 pairs between 192 epitopes and 23,139 TCRs. (1) Result: 1 (the TCR binds to the epitope). The epitope is TLDSKTQSL. The TCR CDR3 sequence is CASSQDPGDRVYTGELFF. (2) The epitope is AVFDRKSDAK. The TCR CDR3 sequence is CATSRVGEHGYTF. Result: 1 (the TCR binds to the epitope). (3) The epitope is GLCTLVAML. The TCR CDR3 sequence is CASSKREIRSTGTLRYEQYF. Result: 1 (the TCR binds to the epitope).